Dataset: Forward reaction prediction with 1.9M reactions from USPTO patents (1976-2016). Task: Predict the product of the given reaction. (1) Given the reactants [CH:1]([C:3]1[CH:8]=[C:7]([CH3:9])[N:6]=[C:5]([NH:10][C:11](=[O:17])[O:12][C:13]([CH3:16])([CH3:15])[CH3:14])[CH:4]=1)=O.[C:18]([N:21]1[CH2:26][CH2:25][NH:24][CH2:23][CH2:22]1)(=[O:20])[CH3:19].CC(O)=O.[BH-](OC(C)=O)(OC(C)=O)OC(C)=O.[Na+], predict the reaction product. The product is: [C:18]([N:21]1[CH2:26][CH2:25][N:24]([CH2:1][C:3]2[CH:8]=[C:7]([CH3:9])[N:6]=[C:5]([NH:10][C:11](=[O:17])[O:12][C:13]([CH3:16])([CH3:15])[CH3:14])[CH:4]=2)[CH2:23][CH2:22]1)(=[O:20])[CH3:19]. (2) The product is: [ClH:28].[C:1]([O:5][CH2:6][C:7]1[CH:8]=[C:9]([C:13]2[CH:14]=[CH:15][C:16]3[N:17]([CH:19]=[C:20]([C:22]4[CH:23]=[N:24][CH:25]=[CH:26][CH:27]=4)[N:21]=3)[CH:18]=2)[CH:10]=[CH:11][CH:12]=1)([CH3:4])([CH3:2])[CH3:3]. Given the reactants [C:1]([O:5][CH2:6][C:7]1[CH:8]=[C:9]([C:13]2[CH:14]=[CH:15][C:16]3[N:17]([CH:19]=[C:20]([C:22]4[CH:23]=[N:24][CH:25]=[CH:26][CH:27]=4)[N:21]=3)[CH:18]=2)[CH:10]=[CH:11][CH:12]=1)([CH3:4])([CH3:3])[CH3:2].[ClH:28], predict the reaction product. (3) The product is: [CH2:8]([O:15][N:16]1[C:22](=[O:23])[N:21]2[CH2:24][C@H:17]1[CH2:18][CH2:19][C@H:20]2[C:25]1[O:29][C:28]([CH:30]2[CH2:35][CH2:34][NH:33][CH2:32][CH2:31]2)=[N:27][N:26]=1)[C:9]1[CH:10]=[CH:11][CH:12]=[CH:13][CH:14]=1. Given the reactants C(O)(C(F)(F)F)=O.[CH2:8]([O:15][N:16]1[C:22](=[O:23])[N:21]2[CH2:24][C@H:17]1[CH2:18][CH2:19][C@H:20]2[C:25]1[O:29][C:28]([CH:30]2[CH2:35][CH2:34][N:33](C(OC(C)(C)C)=O)[CH2:32][CH2:31]2)=[N:27][N:26]=1)[C:9]1[CH:14]=[CH:13][CH:12]=[CH:11][CH:10]=1, predict the reaction product.